Dataset: Peptide-MHC class I binding affinity with 185,985 pairs from IEDB/IMGT. Task: Regression. Given a peptide amino acid sequence and an MHC pseudo amino acid sequence, predict their binding affinity value. This is MHC class I binding data. The peptide sequence is SLLTCAKFK. The binding affinity (normalized) is 0.718. The MHC is HLA-A03:01 with pseudo-sequence HLA-A03:01.